Predict the product of the given reaction. From a dataset of Forward reaction prediction with 1.9M reactions from USPTO patents (1976-2016). (1) Given the reactants [CH3:1][C:2](/[CH:4]=[N:5]/O)=O.[CH3:7][C:8]1(C)CC(=O)C[C:10](=O)[CH2:9]1.[C:17]([OH:20])(=O)[CH3:18], predict the reaction product. The product is: [CH3:1][C:2]1[C:18]2[C:17](=[O:20])[CH2:10][CH2:9][CH2:8][C:7]=2[NH:5][CH:4]=1. (2) Given the reactants [C:1]([O:8][CH3:9])(=[O:7])/[CH:2]=[CH:3]/[C:4]([OH:6])=[O:5].[CH:10](=O)[CH3:11].[Cl:13]CCl, predict the reaction product. The product is: [C:4]([O:6][CH2:11][CH2:10][Cl:13])(=[O:5])/[CH:3]=[CH:2]/[C:1]([O:8][CH3:9])=[O:7].